From a dataset of Experimentally validated miRNA-target interactions with 360,000+ pairs, plus equal number of negative samples. Binary Classification. Given a miRNA mature sequence and a target amino acid sequence, predict their likelihood of interaction. (1) The miRNA is hsa-miR-1271-3p with sequence AGUGCCUGCUAUGUGCCAGGCA. The protein sequence of the target gene is MILLWSCLLVAVVGILGTATPQPGNSSLHRLTRQLLQQYHKEVRPVYNWAEATTVYLDLCVHAVLDVDVQNQKLKTSVWYREVWNDEFLSWNSSLFDEIQEISLPLSALWAPDIIINEFVDVERSPDLPYVYVNSSGTIRNHKPIQVVSACSLQTYAFPFDIQNCSLTFNSILHTVEDIDLGFLRNREDIENDKRAFMNDSEWQLLSVSSTYHIRQSSAGDFAQIRFNVVIRRCPLAYVVSLLIPSIFLMLVDLGSFYLPPNCRARIVFKTNVLVGYTVFRVNMSDEVPRSAGCTPLIGV.... Result: 0 (no interaction). (2) The miRNA is hsa-miR-548v with sequence AGCUACAGUUACUUUUGCACCA. The protein sequence of the target gene is MASPSGKGSWTPEAPGFGPRALARDLVDSVDDAEGLYVAVERCPLCNTTRRRLTCAKCVQSGDFVYFDGRDRERFIDKKERLSQLKNKQEEFQKEVLKAMEGKRLTDQLRWKIMSCKMRIEQLKQTICKGNEEMKKNSEGLLKNKEKNQKLYSRAQRHQEKKEKIQRHNRKLGDLVEKKTIDLKSHYERLARLRRSHILELTSIIFPIDEVKTSGRDPADVSSETDSAMTSSMVSKLAEARRTTYLSGRWVCDDHNGDTSISITGPWISLPNNGDYSAYYNWVEEKKTTQGPDMEHNNPA.... Result: 0 (no interaction). (3) The miRNA is hsa-miR-329-5p with sequence GAGGUUUUCUGGGUUUCUGUUUC. The protein sequence of the target gene is MAATASAGVPATVSEKQEFYQLLKNLINPSCMVRRQAEEIYENIPGLCKTTFLLDAVRNRRAGYEVRQMAAALLRRLLSSGFEEVYPNLPADVQRDVKIELILAVKLETHASMRKKLCDIFAVLARNLIDEDGTNHWPEGLKFLIDSIYSKNVVLWEVALHVFWHFPGIFGTQERHDLDIIKRLLDQCIQDQEHPAIRTLSARAAAAFVLANENNIALFKDFADLLPGILQAVNDSCYQDDDSVLESLVEIADTVPKYLGPYLEDTLQLSLKLCGDSRLSNLQRQLALEVIVTLSETATP.... Result: 0 (no interaction). (4) The miRNA is cel-miR-34-5p with sequence AGGCAGUGUGGUUAGCUGGUUG. The protein sequence of the target gene is MDHHVSTIKPRRIQNQNVIHRLERRRISSGKAGTHWHQVRVFHQNVFPNFTVVNVEKPPCFLRKFSPDGRYFIAFSSDQTSLEIYEYQGCQAAEDLLQGYEGEILSNGNDQRSVNIRGRLFERFFVLLHITNVAANGEHLNRECSLFTDDCRCVIVGSAAYLPDEPHPPFFEVYRNSESVTPNPRSPLEDYSLHIIDLHTGRLCDTRTFKCDKVVLSHNQGLYLYKNILAILSVQQQTIHVFQVTPEGTFIDVRTIGRFCYEDDLLTVSAVFPEVQRDSQTGMANPFRDPFINSLKHRLL.... Result: 0 (no interaction).